From a dataset of Forward reaction prediction with 1.9M reactions from USPTO patents (1976-2016). Predict the product of the given reaction. (1) Given the reactants Cl.[NH2:2][C@@H:3]([CH2:16][C:17]1[CH:22]=[CH:21][C:20]([F:23])=[C:19]([F:24])[CH:18]=1)[CH2:4][N:5]1[C:13](=[O:14])[C:12]2[C:7](=[CH:8][CH:9]=[CH:10][CH:11]=2)[C:6]1=[O:15].[NH:25]1[CH:29]=[CH:28][N:27]=[C:26]1[C:30](O)=[O:31].C1CN([P+](Br)(N2CCCC2)N2CCCC2)CC1.F[P-](F)(F)(F)(F)F.CCN(C(C)C)C(C)C, predict the reaction product. The product is: [F:24][C:19]1[CH:18]=[C:17]([CH2:16][C@H:3]([NH:2][C:30]([C:26]2[NH:25][CH:29]=[CH:28][N:27]=2)=[O:31])[CH2:4][N:5]2[C:6](=[O:15])[C:7]3[C:12](=[CH:11][CH:10]=[CH:9][CH:8]=3)[C:13]2=[O:14])[CH:22]=[CH:21][C:20]=1[F:23]. (2) Given the reactants [Cl:1][C:2]1[CH:7]=[CH:6][C:5]([C:8]2[C:9](=[O:22])[N:10]([CH2:18][C:19](O)=[O:20])[C:11]3([CH2:17][CH2:16][CH2:15][CH2:14][CH2:13]3)[N:12]=2)=[CH:4][CH:3]=1.C(Cl)(=O)C([Cl:26])=O, predict the reaction product. The product is: [Cl:1][C:2]1[CH:7]=[CH:6][C:5]([C:8]2[C:9](=[O:22])[N:10]([CH2:18][C:19]([Cl:26])=[O:20])[C:11]3([CH2:17][CH2:16][CH2:15][CH2:14][CH2:13]3)[N:12]=2)=[CH:4][CH:3]=1.